Dataset: Full USPTO retrosynthesis dataset with 1.9M reactions from patents (1976-2016). Task: Predict the reactants needed to synthesize the given product. The reactants are: COCCOC[O:7][C:8]1[CH:13]=[CH:12][C:11]([C:14]2[CH:19]=[CH:18][C:17]([C:20]([N:22]([CH2:24][C:25]3[CH:26]=[C:27]([C:31]4[CH:36]=[CH:35][C:34]([CH2:37][CH:38]5[S:42][C:41](=[O:43])[NH:40][C:39]5=[O:44])=[CH:33][CH:32]=4)[CH:28]=[CH:29][CH:30]=3)[CH3:23])=[O:21])=[CH:16][CH:15]=2)=[CH:10][CH:9]=1.S(=O)(=O)(O)O. Given the product [OH:7][C:8]1[CH:13]=[CH:12][C:11]([C:14]2[CH:19]=[CH:18][C:17]([C:20]([N:22]([CH2:24][C:25]3[CH:26]=[C:27]([C:31]4[CH:36]=[CH:35][C:34]([CH2:37][CH:38]5[S:42][C:41](=[O:43])[NH:40][C:39]5=[O:44])=[CH:33][CH:32]=4)[CH:28]=[CH:29][CH:30]=3)[CH3:23])=[O:21])=[CH:16][CH:15]=2)=[CH:10][CH:9]=1, predict the reactants needed to synthesize it.